This data is from Reaction yield outcomes from USPTO patents with 853,638 reactions. The task is: Predict the reaction yield, written as a fraction of the theoretical maximum amount of product (1.0 means a 100% yield; for example, 0.34 means a 34% yield). (1) The catalyst is C(Cl)Cl. The yield is 0.950. The product is [CH3:1][O:2][C:3](=[O:30])[CH:4]([NH2:15])[CH2:5][N:6]1[CH2:11][CH2:10][C:9]2[NH:12][N:13]=[CH:14][C:8]=2[CH2:7]1. The reactants are [CH3:1][O:2][C:3](=[O:30])[CH:4]([N:15](C(OC(C)(C)C)=O)C(OC(C)(C)C)=O)[CH2:5][N:6]1[CH2:11][CH2:10][C:9]2[NH:12][N:13]=[CH:14][C:8]=2[CH2:7]1.FC(F)(F)C(O)=O. (2) The catalyst is C(O)CC. The reactants are Br[C:2]1[CH:3]=[C:4]2[N:10]=[CH:9][N:8]([CH2:11][C:12]3[CH:28]=[CH:27][C:15]4[N:16]=[C:17]([NH:19][C@@H:20]5[CH2:25][CH2:24][CH2:23][CH2:22][C@H:21]5[OH:26])[S:18][C:14]=4[CH:13]=3)[C:5]2=[N:6][CH:7]=1.[CH:29]([B-](F)(F)F)=[CH2:30].[K+]. The product is [CH:29]([C:2]1[CH:3]=[C:4]2[N:10]=[CH:9][N:8]([CH2:11][C:12]3[CH:28]=[CH:27][C:15]4[N:16]=[C:17]([NH:19][C@@H:20]5[CH2:25][CH2:24][CH2:23][CH2:22][C@H:21]5[OH:26])[S:18][C:14]=4[CH:13]=3)[C:5]2=[N:6][CH:7]=1)=[CH2:30]. The yield is 0.230. (3) The reactants are Br[C:2]1[N:3]=[CH:4][C:5]2[N:6]([CH:9]=[C:10]([CH3:12])[N:11]=2)[C:7]=1[Cl:8].[CH3:13][Si:14]([C:17]#[CH:18])([CH3:16])[CH3:15].C(N(CC)CC)C. The catalyst is CN(C)C=O.Cl[Pd](Cl)([P](C1C=CC=CC=1)(C1C=CC=CC=1)C1C=CC=CC=1)[P](C1C=CC=CC=1)(C1C=CC=CC=1)C1C=CC=CC=1.[Cu]I. The product is [Cl:8][C:7]1[N:6]2[CH:9]=[C:10]([CH3:12])[N:11]=[C:5]2[CH:4]=[N:3][C:2]=1[C:18]#[C:17][Si:14]([CH3:16])([CH3:15])[CH3:13]. The yield is 0.760. (4) The reactants are [NH2:1][C:2]1[CH:7]=[CH:6][C:5]([C:8]2[N:9]([CH:22]3[CH2:25][CH2:24][CH2:23]3)[C:10]3[C:15]([C:16]=2[C:17]#[N:18])=[CH:14][CH:13]=[C:12]([O:19][CH2:20][CH3:21])[CH:11]=3)=[CH:4][CH:3]=1.Cl[C:27]([O:29][C:30]1[CH:35]=[CH:34][C:33]([N+]([O-])=O)=C[CH:31]=1)=[O:28].N1C=CC=CC=1.C1(C(C)O)CC1. The catalyst is C(Cl)Cl.ClCCCl. The product is [CH:35]1([CH:30]([O:29][C:27](=[O:28])[NH:1][C:2]2[CH:3]=[CH:4][C:5]([C:8]3[N:9]([CH:22]4[CH2:23][CH2:24][CH2:25]4)[C:10]4[C:15]([C:16]=3[C:17]#[N:18])=[CH:14][CH:13]=[C:12]([O:19][CH2:20][CH3:21])[CH:11]=4)=[CH:6][CH:7]=2)[CH3:31])[CH2:34][CH2:33]1. The yield is 0.600. (5) The reactants are [OH:1][CH2:2][C:3]([CH2:12][OH:13])([C:9](=[O:11])[CH3:10])[C:4]([O:6][CH2:7][CH3:8])=[O:5].[CH2:14]=O. The catalyst is Cl. The product is [C:9]([C:3]1([C:4]([O:6][CH2:7][CH3:8])=[O:5])[CH2:12][O:13][CH2:14][O:1][CH2:2]1)(=[O:11])[CH3:10]. The yield is 0.140. (6) The reactants are Cl[C:2](Cl)([O:4]C(=O)OC(Cl)(Cl)Cl)Cl.[NH2:13][C:14]1[C:25]([Br:26])=[CH:24][CH:23]=[CH:22][C:15]=1[C:16]([NH:18][CH:19]1[CH2:21][CH2:20]1)=[O:17]. The catalyst is C(Cl)Cl. The product is [Br:26][C:25]1[CH:24]=[CH:23][CH:22]=[C:15]2[C:14]=1[NH:13][C:2](=[O:4])[N:18]([CH:19]1[CH2:20][CH2:21]1)[C:16]2=[O:17]. The yield is 1.00. (7) The reactants are [OH:1][C:2]1[CH:11]=[CH:10][C:5]2[O:6][CH2:7][CH2:8][O:9][C:4]=2[CH:3]=1.[Cl:12]N1C(=O)CCC1=O. The catalyst is CN(C)C=O. The product is [Cl:12][C:11]1[C:2]([OH:1])=[CH:3][C:4]2[O:9][CH2:8][CH2:7][O:6][C:5]=2[CH:10]=1. The yield is 0.960. (8) The reactants are O.[O:2]=[CH:3][C@@H:4]([C@H:6]([C@@H:8]([C@@H:10]([CH2:12][OH:13])[OH:11])[OH:9])[OH:7])[OH:5].[C:14]([O-:26])(=[O:25])[CH2:15][C:16]([CH2:21][C:22]([O-:24])=[O:23])([C:18]([O-:20])=[O:19])[OH:17].[NH4+:27].[NH4+].[NH4+]. No catalyst specified. The product is [C:14]([O-:26])(=[O:25])[CH2:15][C:16]([CH2:21][C:22]([O-:24])=[O:23])([C:18]([O-:20])=[O:19])[OH:17].[NH4+:27].[NH4+:27].[NH4+:27].[O:2]=[CH:3][C@@H:4]([C@H:6]([C@@H:8]([C@@H:10]([CH2:12][OH:13])[OH:11])[OH:9])[OH:7])[OH:5]. The yield is 0.0800. (9) The reactants are [H-].[Na+].[OH:3][C:4]1[CH:9]=[CH:8][C:7]([C:10]2[CH:11]=[C:12]([C:18]#[N:19])[C:13](=[O:17])[NH:14][C:15]=2[CH3:16])=[CH:6][CH:5]=1.Br[CH2:21][C:22]([O:24][CH2:25][CH3:26])=[O:23]. The catalyst is CN(C)C=O. The yield is 0.290. The product is [CH2:25]([O:24][C:22](=[O:23])[CH2:21][O:3][C:4]1[CH:5]=[CH:6][C:7]([C:10]2[CH:11]=[C:12]([C:18]#[N:19])[C:13](=[O:17])[NH:14][C:15]=2[CH3:16])=[CH:8][CH:9]=1)[CH3:26]. (10) The reactants are Br[C:2]1[N:7]=[C:6]([C@@H:8]([OH:10])[CH3:9])[C:5]([F:11])=[CH:4][CH:3]=1.C(N(CC)CC)C.[H][H]. The catalyst is [Pd].C(Cl)Cl. The product is [F:11][C:5]1[C:6]([C@@H:8]([OH:10])[CH3:9])=[N:7][CH:2]=[CH:3][CH:4]=1. The yield is 0.650.